This data is from Forward reaction prediction with 1.9M reactions from USPTO patents (1976-2016). The task is: Predict the product of the given reaction. Given the reactants Br[C:2]1[CH:6]=[C:5]([C:7]([NH:9][C:10]2[CH:15]=[CH:14][C:13]([F:16])=[C:12]([Cl:17])[CH:11]=2)=[O:8])[O:4][N:3]=1.[NH:18]1[CH2:23][CH2:22][O:21][CH2:20][CH2:19]1, predict the reaction product. The product is: [Cl:17][C:12]1[CH:11]=[C:10]([NH:9][C:7]([C:5]2[O:4][N:3]=[C:2]([N:18]3[CH2:23][CH2:22][O:21][CH2:20][CH2:19]3)[CH:6]=2)=[O:8])[CH:15]=[CH:14][C:13]=1[F:16].